Dataset: Experimentally validated miRNA-target interactions with 360,000+ pairs, plus equal number of negative samples. Task: Binary Classification. Given a miRNA mature sequence and a target amino acid sequence, predict their likelihood of interaction. (1) The miRNA is hsa-miR-4430 with sequence AGGCUGGAGUGAGCGGAG. The protein sequence of the target gene is MAAVHDLEMESMNLNMGREMKEELEEEEKMREDGGGKDRAKSKKVHRIVSKWMLPEKSRGTYLERANCFPPPVFIISISLAELAVFIYYAVWKPQKQWITLDTGILESPFIYSPEKREEAWRFISYMLVHAGVQHILGNLCMQLVLGIPLEMVHKGLRVGLVYLAGVIAGSLASSIFDPLRYLVGASGGVYALMGGYFMNVLVNFQEMIPAFGIFRLLIIILIIVLDMGFALYRRFFVPEDGSPVSFAAHIAGGFAGMSIGYTVFSCFDKALLKDPRFWIAIAAYLACVLFAVFFNIFLS.... Result: 1 (interaction). (2) The miRNA is hsa-miR-200c-3p with sequence UAAUACUGCCGGGUAAUGAUGGA. The protein sequence of the target gene is MATRRLTDAFLLLRNNSIQNRQLLAEQVSSHITSSPLHSRSIAAELDELADDRMALVSGISLDPEAAIGVTKRPPPKWVDGVDEIQYDVGRIKQKMKELASLHDKHLNRPTLDDSSEEEHAIEITTQEITQLFHRCQRAVQALPSRARACSEQEGRLLGNVVASLAQALQELSTSFRHAQSGYLKRMKNREERSQHFFDTSVPLMDDGDDNTLYHRGFTEDQLVLVEQNTLMVEEREREIRQIVQSISDLNEIFRDLGAMIVEQGTVLDRIDYNVEQSCIKTEDGLKQLHKAEQYQKKNR.... Result: 1 (interaction). (3) Result: 0 (no interaction). The miRNA is hsa-miR-4539 with sequence GCUGAACUGGGCUGAGCUGGGC. The protein sequence of the target gene is MNALVRRCVARAGLPCIWRGKCYSSGNEPAESNQVTPMLRHLMYKIKSTGPITVAEYMKEVLTNPAKGYYVHQDMLGEKGDFITSPEISQIFGELLGVWFVSEWIASGKSPAFQLVELGPGRGTLTADILRVFSQLGSVLKTCAISIHLVEVSQKLSEIQALTLAEEKVPLERDAESLVYMKGVTKSGIPVSWYRDLKDVPEGYSLYLAHEFFDVLPVHKFQKTPRGWREVFVDVDPQASDKLRFVLAPCATPAEAFIQRDERREHVEVCPDAGVIIQELSQRIASTGGAALIADYGHDG.... (4) The miRNA is hsa-miR-4254 with sequence GCCUGGAGCUACUCCACCAUCUC. The protein sequence of the target gene is MSGLSNKRAAGDGGSGPPEKKMNREEKTTTTLIEPIRLGGISSTEEMDSKVLQFKNKKLAERLEQRQACEDELRERIEKLEKRQATDDATLLIVNRYWAQLDETVEALLQCYENQRELSSGTEVPGCQEGLTRDVIPRPDPGTSDLREPLPVQFRAPLSEPALAFVVALGASSCEEVELQLQGRMEFSKAAVSRVVEASDRLQRQVEELCQRVYSRGDSEAPGEVARVRTRELGRENRRLQDLATQLQEKHHRISLEYSELQDKVTSTETKVLEMETTVEDLQWDIEKLRKREQKLNKHL.... Result: 0 (no interaction). (5) The miRNA is hsa-miR-6754-5p with sequence CCAGGGAGGCUGGUUUGGAGGA. The protein sequence of the target gene is MELSLESLGGLHGVTHAQAGELLSPGHARSAAAQHRSLVASGRPGLVAGMASLLDGGGAGGGGAGGAGAAGAAGGGPDFRGELAGPLHPAMGMACEAPGLGGTYTTLTPLQHLPPLAAVADKFHQHAVAGAHGGHPHAHPHPATAPPPPPPQRLAASVSGSFTLMRDERAALASVGHLYGPYGKELPTMGSPLSPLPSALPPALHSAPQPPPPPPLAAYGAPGHLAGDKLLPPAAFEPHAALLGRAEDALARGLPGGGGGAGGGGAAGGAAAGLLAPLGGLAAAGAHGPHSGGGGPGGGG.... Result: 0 (no interaction). (6) The miRNA is hsa-miR-4654 with sequence UGUGGGAUCUGGAGGCAUCUGG. The protein sequence of the target gene is MPLLFLERFPWPSLRTYTGLSGLALLGTIISAYRALSQPEAGPGEPDQLTASLQPEPPAPARPSAGGPRARDVAQYLLSDSLFVWVLVNTACCVLMLVAKLIQCIVFGPLRVSERQHLKDKFWNFIFYKFIFIFGVLNVQTVEEVVMWCLWFAGLVFLHLMVQLCKDRFEYLSFSPTTPMSSHGRVLSLLVAMLLSCCGLAAVCSITGYTHGMHTLAFMAAESLLVTVRTAHVILRYVIHLWDLNHEGTWEGKGTYVYYTDFVMELTLLSLDLMHHIHMLLFGNIWLSMASLVIFMQLRY.... Result: 1 (interaction). (7) The miRNA is hsa-miR-6500-3p with sequence ACACUUGUUGGGAUGACCUGC. The protein sequence of the target gene is MTHCCSPGCQPTCCRTTCCRTTCWQPTIVTTCSSTPCCQPSCCVSSCCQPYCHPTCCQNTCCRTTCCQPTCVTSCCQPSCCSTPCYQPICCGSSCCGQTSCGSSCGQSSSCAPVYCRRTCYHPTTVCLPGCLNQSCGSSCCQPCYCPACCVSSCCQHSCC. Result: 1 (interaction). (8) The miRNA is mmu-miR-679-5p with sequence GGACUGUGAGGUGACUCUUGGU. The protein sequence of the target gene is MAAQEWDWFQREELIGQISDIRVQNLQVERENVQKRTFTRWINLHLEKCDPPLEVTDLFVDIQDGKILMALLEVLSGRNLLHEYKSSSHRIFRLNNIAKALKFLEDSNVKLVSIDAAEIADGNPSLVLGLIWNIILFFQIKELTGNLSRSSPSSSLSPGSGGTDSDSSYPPTPTTERSVAVAVKDQRKAIKTLLSWVQRKTRKYGVAVQDFAGSWRSGLAFLAVIKAIDPSLVDMKQALEDSTRDNLEKAFSIAHDSLHIPRLLEPEDIMVDMPDEQSIVTYVAQFLERFPELEPEDFVN.... Result: 1 (interaction). (9) The miRNA is cel-miR-1829a-3p with sequence CAACCAUUGGAAUUUCUCUAUU. The protein sequence of the target gene is MANETQKVGAIHFPFPFTPYSIQEDFMAELYRVLEAGKIGIFESPTGTGKSLSLICGALSWLRDFEQKKREEEARLLETGTGPLHDEKDESLCLSSSCEGAAGTPRPAGEPAWVTQFVQKKEERDLVDRLKAEQARRKQREERLQQLQHRVQLKYAAKRLRQEEEERENLLRLSREMLETGPEAERLEQLESGEEELVLAEYESDEEKKVASRVDEDEDDLEEEHITKIYYCSRTHSQLAQFVHEVKKSPFGKDVRLVSLGSRQNLCVNEDVKSLGSVQLINDRCVDMQRSRHEKKKGAE.... Result: 0 (no interaction). (10) The miRNA is mmu-miR-9768-3p with sequence ACUGCCUUCCUUUGUGUGGCCCAG. The protein sequence of the target gene is MGPRALSPLASLRLRWLLACGLLGPVLEAGRPDLEQTVHLSSYEIITPWRLTRERREALGPSSQQISYVIQAQGKQHIIHLERNTDLLPNDFVVYTYDKEGSLLSDHPNVQSHCHYRGYVEGVQNSAVAVSACFGLRGLLHLENASFGIEPLHNSSHFEHIFYPMDGIHQEPLRCGVSNRDTEKEGTQGDEEEHPSVTQLLRRRRAVLPQTRYVELFIVVDKERYDMMGRNQTAVREEMIRLANYLDSMYIMLNIRIVLVGLEIWTDRNPINIIGGAGDVLGNFVQWREKFLITRWRHDS.... Result: 0 (no interaction).